Dataset: Forward reaction prediction with 1.9M reactions from USPTO patents (1976-2016). Task: Predict the product of the given reaction. (1) The product is: [CH3:21][C:22]1[C:23]([N:29]2[CH2:30][CH2:31][N:32]([C:13]([C:12]3[CH:17]=[CH:18][C:9]([N:4]4[CH:5]([CH3:8])[C:6](=[O:7])[N:2]([CH3:1])[C:3]4=[O:20])=[N:10][C:11]=3[CH3:19])=[O:15])[CH2:33][CH2:34]2)=[N:24][CH:25]=[C:26]([CH3:28])[CH:27]=1. Given the reactants [CH3:1][N:2]1[C:6](=[O:7])[CH:5]([CH3:8])[N:4]([C:9]2[CH:18]=[CH:17][C:12]([C:13]([O:15]C)=O)=[C:11]([CH3:19])[N:10]=2)[C:3]1=[O:20].[CH3:21][C:22]1[C:23]([N:29]2[CH2:34][CH2:33][NH:32][CH2:31][CH2:30]2)=[N:24][CH:25]=[C:26]([CH3:28])[CH:27]=1, predict the reaction product. (2) Given the reactants [OH:1]/[CH:2]=[C:3]1/[C:4](=[O:11])[CH2:5][CH2:6][C:7]([CH3:10])([CH3:9])[CH2:8]/1.[Cl:12][C:13]1[CH:18]=[CH:17][C:16]([Mg]Br)=[CH:15][CH:14]=1, predict the reaction product. The product is: [Cl:12][C:13]1[CH:18]=[CH:17][C:16]([C:4]2([OH:11])[CH2:5][CH2:6][C:7]([CH3:9])([CH3:10])[CH2:8]/[C:3]/2=[CH:2]\[OH:1])=[CH:15][CH:14]=1.